This data is from Forward reaction prediction with 1.9M reactions from USPTO patents (1976-2016). The task is: Predict the product of the given reaction. (1) Given the reactants [OH:1][C:2]([C:5]1[O:9][N:8]=[C:7]([C:10]([O:12][CH2:13][CH3:14])=[O:11])[CH:6]=1)([CH3:4])[CH3:3].[H-].[Na+].Br[CH2:18][C:19]#[CH:20].O, predict the reaction product. The product is: [CH3:3][C:2]([C:5]1[O:9][N:8]=[C:7]([C:10]([O:12][CH2:13][CH3:14])=[O:11])[CH:6]=1)([O:1][CH2:20][C:19]#[CH:18])[CH3:4]. (2) Given the reactants [F:1][C:2]1[CH:7]=[C:6]([N:8]2[CH2:12][C@H:11]([CH2:13][NH:14][C:15](=[O:17])[CH3:16])[O:10][C:9]2=[O:18])[CH:5]=[CH:4][C:3]=1[C:19]1[CH:24]=[CH:23][C:22]([CH2:25][NH:26][CH2:27][C:28]2[NH:32][N:31]=[N:30][CH:29]=2)=[CH:21][CH:20]=1.[P:33](=[O:37])([OH:36])([OH:35])[OH:34].C(O)(C)C, predict the reaction product. The product is: [P:33]([OH:37])([OH:36])([OH:35])=[O:34].[F:1][C:2]1[CH:7]=[C:6]([N:8]2[CH2:12][C@H:11]([CH2:13][NH:14][C:15](=[O:17])[CH3:16])[O:10][C:9]2=[O:18])[CH:5]=[CH:4][C:3]=1[C:19]1[CH:24]=[CH:23][C:22]([CH2:25][NH:26][CH2:27][C:28]2[NH:32][N:31]=[N:30][CH:29]=2)=[CH:21][CH:20]=1. (3) Given the reactants [O:1]1[C:5]2([CH2:10][CH2:9][C:8](=[C:11]3[C:16](=[O:17])[O:15][C:14]([CH3:19])([CH3:18])[O:13][C:12]3=[O:20])[CH2:7][CH2:6]2)[O:4][CH2:3][CH2:2]1.[CH3:21][O:22][C:23]1[CH:24]=[C:25]([Mg]Cl)[CH:26]=[C:27]([O:29][CH3:30])[CH:28]=1, predict the reaction product. The product is: [CH3:21][O:22][C:23]1[CH:24]=[C:25]([C:8]2([CH:11]3[C:12](=[O:20])[O:13][C:14]([CH3:18])([CH3:19])[O:15][C:16]3=[O:17])[CH2:7][CH2:6][C:5]3([O:4][CH2:3][CH2:2][O:1]3)[CH2:10][CH2:9]2)[CH:26]=[C:27]([O:29][CH3:30])[CH:28]=1.